This data is from Reaction yield outcomes from USPTO patents with 853,638 reactions. The task is: Predict the reaction yield, written as a fraction of the theoretical maximum amount of product (1.0 means a 100% yield; for example, 0.34 means a 34% yield). (1) The reactants are [CH3:1][O:2][CH2:3][CH2:4][N:5]1[CH2:15][CH:14]2[CH2:16][CH:7]([C:8]3[C:13]2=[CH:12][C:11]([NH2:17])=[CH:10][CH:9]=3)[CH2:6]1.Cl[C:19]1[N:24]=[C:23]([NH:25][C:26]2[CH:35]=[CH:34][CH:33]=[CH:32][C:27]=2[C:28]([NH:30][CH3:31])=[O:29])[C:22]([Cl:36])=[CH:21][N:20]=1.Cl.O1CCOCC1.[Na]. The catalyst is O. The product is [Cl:36][C:22]1[C:23]([NH:25][C:26]2[CH:35]=[CH:34][CH:33]=[CH:32][C:27]=2[C:28]([NH:30][CH3:31])=[O:29])=[N:24][C:19]([NH:17][C:11]2[CH:12]=[C:13]3[C:8](=[CH:9][CH:10]=2)[CH:7]2[CH2:16][CH:14]3[CH2:15][N:5]([CH2:4][CH2:3][O:2][CH3:1])[CH2:6]2)=[N:20][CH:21]=1. The yield is 0.430. (2) The reactants are [CH3:1][C:2]([CH3:8])([CH2:5][CH:6]=[CH2:7])[CH2:3][OH:4].[C:9]([Si:13]([CH3:16])([CH3:15])Cl)([CH3:12])([CH3:11])[CH3:10].N1C=CN=C1. The catalyst is ClCCl. The product is [CH3:1][C:2]([CH3:8])([CH2:5][CH:6]=[CH2:7])[CH2:3][O:4][Si:13]([CH3:16])([CH3:15])[C:9]([CH3:12])([CH3:11])[CH3:10]. The yield is 0.710. (3) The reactants are [Br:1][C:2]1[CH:11]=[CH:10][C:5](C(OC)=O)=[CH:4][CH:3]=1.[CH3:12][Mg]Br.[Cl-].[NH4+].C([O:20][CH2:21][CH3:22])(=O)C. The catalyst is O1CCCC1. The product is [Br:1][C:2]1[CH:11]=[CH:10][C:5]([C:21]([OH:20])([CH3:22])[CH3:12])=[CH:4][CH:3]=1. The yield is 0.790. (4) The reactants are [CH2:1]([O:8][C:9]1[C:18]2[C:13](=[CH:14][CH:15]=[CH:16][CH:17]=2)[CH:12]=[CH:11][C:10]=1[CH2:19][C:20]#N)[C:2]1[CH:7]=[CH:6][CH:5]=[CH:4][CH:3]=1.[OH-:22].[Na+].Cl.CI.[C:27](=O)([O-])[O-:28].[K+].[K+]. The catalyst is CN(C)C=O.O.C(O)C. The product is [CH2:1]([O:8][C:9]1[C:18]2[C:13](=[CH:14][CH:15]=[CH:16][CH:17]=2)[CH:12]=[CH:11][C:10]=1[CH2:19][C:20]([O:28][CH3:27])=[O:22])[C:2]1[CH:7]=[CH:6][CH:5]=[CH:4][CH:3]=1. The yield is 0.980. (5) The reactants are [F:1][C:2]1[CH:7]=[CH:6][CH:5]=[CH:4][C:3]=1[C:8]1[N:16]2[C:11]([CH:12]=[CH:13][CH:14]=[CH:15]2)=[CH:10][C:9]=1[CH2:17][OH:18]. The catalyst is O=[Mn]=O. The product is [F:1][C:2]1[CH:7]=[CH:6][CH:5]=[CH:4][C:3]=1[C:8]1[N:16]2[C:11]([CH:12]=[CH:13][CH:14]=[CH:15]2)=[CH:10][C:9]=1[CH:17]=[O:18]. The yield is 0.840. (6) The reactants are [CH3:1][O:2][C:3]1[CH:4]=[CH:5][CH:6]=[C:7]2[C:12]=1[O:11][C@@H:10]([CH2:13][OH:14])[CH2:9][CH2:8]2.[C:15]1([CH3:25])[CH:20]=[CH:19][C:18]([S:21](Cl)(=[O:23])=[O:22])=[CH:17][CH:16]=1.C(N(CC)C(C)C)(C)C. The catalyst is ClCCl.CN(C)C1C=CN=CC=1. The product is [CH3:25][C:15]1[CH:20]=[CH:19][C:18]([S:21]([O:14][CH2:13][C@H:10]2[CH2:9][CH2:8][C:7]3[C:12](=[C:3]([O:2][CH3:1])[CH:4]=[CH:5][CH:6]=3)[O:11]2)(=[O:23])=[O:22])=[CH:17][CH:16]=1. The yield is 0.720. (7) The reactants are [N:1]1([C:7]2[CH:8]=[CH:9][C:10]3[O:14][C:13](B(O)O)=[CH:12][C:11]=3[CH:18]=2)[CH2:6][CH2:5][CH2:4][CH2:3][CH2:2]1.Br[C:20]1[CH:27]=[CH:26][C:23]([CH:24]=[O:25])=[CH:22][C:21]=1[F:28].C(N(CC)CC)C. The catalyst is C(O)C.C1C=CC(P(C2C=CC=CC=2)C2C=CC=CC=2)=CC=1.C1C=CC(P(C2C=CC=CC=2)C2C=CC=CC=2)=CC=1.Cl[Pd]Cl. The product is [F:28][C:21]1[CH:22]=[C:23]([CH:26]=[CH:27][C:20]=1[C:13]1[O:14][C:10]2[CH:9]=[CH:8][C:7]([N:1]3[CH2:6][CH2:5][CH2:4][CH2:3][CH2:2]3)=[CH:18][C:11]=2[CH:12]=1)[CH:24]=[O:25]. The yield is 0.150. (8) The yield is 0.720. The product is [O:31]=[S:2]1(=[O:1])[CH2:7][CH2:6][CH:5]([C:8]2[S:9][C:10]([C:13]3[CH:14]=[C:15]([NH:20][C:21]4[N:26]=[C:25]([C:27]([F:30])([F:29])[F:28])[CH:24]=[CH:23][N:22]=4)[CH:16]=[C:17]([CH3:19])[CH:18]=3)=[CH:11][N:12]=2)[CH2:4][CH2:3]1. The reactants are [O:1]=[S:2]1(=[O:31])[CH2:7][CH:6]=[C:5]([C:8]2[S:9][C:10]([C:13]3[CH:14]=[C:15]([NH:20][C:21]4[N:26]=[C:25]([C:27]([F:30])([F:29])[F:28])[CH:24]=[CH:23][N:22]=4)[CH:16]=[C:17]([CH3:19])[CH:18]=3)=[CH:11][N:12]=2)[CH2:4][CH2:3]1. The catalyst is CO.CCO.[Pd]. (9) The reactants are [C:1]([C:3]1[C:4]([C:21]([F:24])([F:23])[F:22])=[C:5]2[C:9](=[CH:10][CH:11]=1)[N:8]([CH2:12]/[C:13](=[N:16]/[H])/[NH:14][OH:15])[C:7]([CH2:18][CH2:19][CH3:20])=[CH:6]2)#[N:2].[C:25]([C:27]1[CH:28]=[C:29]([CH:33]=[CH:34][CH:35]=1)[C:30](Cl)=O)#[N:26].C(N(CC)C(C)C)(C)C. The catalyst is C(#N)C. The product is [C:25]([C:27]1[CH:28]=[C:29]([C:30]2[O:15][N:14]=[C:13]([CH2:12][N:8]3[C:9]4[C:5](=[C:4]([C:21]([F:24])([F:23])[F:22])[C:3]([C:1]#[N:2])=[CH:11][CH:10]=4)[CH:6]=[C:7]3[CH2:18][CH2:19][CH3:20])[N:16]=2)[CH:33]=[CH:34][CH:35]=1)#[N:26]. The yield is 0.590.